The task is: Regression. Given a target protein amino acid sequence and a drug SMILES string, predict the binding affinity score between them. We predict pKd (pKd = -log10(Kd in M); higher means stronger binding). Dataset: davis.. This data is from Kinase inhibitor binding affinity data with 442 proteins and 68 drugs (Kd values). The pKd is 5.0. The target protein is PFCDPK1(Pfalciparum). The drug is Oc1cccc(-c2nc(N3CCOCC3)c3oc4ncccc4c3n2)c1.